This data is from Catalyst prediction with 721,799 reactions and 888 catalyst types from USPTO. The task is: Predict which catalyst facilitates the given reaction. (1) Reactant: [CH3:1][C@H:2]1[N:7]([C:8]2[NH:12][C:11]3[CH:13]=[C:14]([C:27]([F:30])([F:29])[F:28])[CH:15]=[C:16]([C:17]4[CH:22]=[CH:21][C:20]([C:23]([F:26])([F:25])[F:24])=[CH:19][CH:18]=4)[C:10]=3[N:9]=2)[CH2:6][CH2:5][N:4]([C:31]2[N:36]=[CH:35][C:34]([CH2:37][OH:38])=[CH:33][C:32]=2[C:39]([F:42])([F:41])[F:40])[CH2:3]1. Product: [CH3:1][CH:2]1[N:7]([C:8]2[NH:9][C:10]3[C:16]([C:17]4[CH:22]=[CH:21][C:20]([C:23]([F:26])([F:25])[F:24])=[CH:19][CH:18]=4)=[CH:15][C:14]([C:27]([F:29])([F:30])[F:28])=[CH:13][C:11]=3[N:12]=2)[CH2:6][CH2:5][N:4]([C:31]2[N:36]=[CH:35][C:34]([CH:37]=[O:38])=[CH:33][C:32]=2[C:39]([F:42])([F:40])[F:41])[CH2:3]1. The catalyst class is: 697. (2) Reactant: Cl[C:2]1[N:3]=[C:4]([NH:11][C:12]2[C:17]([CH3:18])=[CH:16][C:15]([CH3:19])=[CH:14][C:13]=2[CH3:20])[C:5]2[S:10][CH:9]=[CH:8][C:6]=2[N:7]=1.C(O)(C(F)(F)F)=O.[NH2:28][C:29]1[CH:36]=[CH:35][C:32]([C:33]#[N:34])=[CH:31][CH:30]=1. Product: [C:13]1([CH3:20])[CH:14]=[C:15]([CH3:19])[CH:16]=[C:17]([CH3:18])[C:12]=1[NH:11][C:4]1[C:5]2[S:10][CH:9]=[CH:8][C:6]=2[N:7]=[C:2]([NH:28][C:29]2[CH:36]=[CH:35][C:32]([C:33]#[N:34])=[CH:31][CH:30]=2)[N:3]=1. The catalyst class is: 13.